Task: Predict the product of the given reaction.. Dataset: Forward reaction prediction with 1.9M reactions from USPTO patents (1976-2016) (1) Given the reactants Br[C:2]1[CH:7]=[CH:6][C:5]([CH:8]([C:19]2[CH:24]=[CH:23][CH:22]=[CH:21][CH:20]=2)[CH2:9]/[C:10](/[C:13]2[CH:18]=[CH:17][N:16]=[CH:15][CH:14]=2)=[N:11]\[OH:12])=[CH:4][CH:3]=1.[CH3:25][C:26]1[N:31]=[CH:30][C:29](B(O)O)=[CH:28][CH:27]=1, predict the reaction product. The product is: [CH3:25][C:26]1[N:31]=[CH:30][C:29]([C:2]2[CH:7]=[CH:6][C:5]([CH:8]([C:19]3[CH:24]=[CH:23][CH:22]=[CH:21][CH:20]=3)[CH2:9]/[C:10](/[C:13]3[CH:18]=[CH:17][N:16]=[CH:15][CH:14]=3)=[N:11]\[OH:12])=[CH:4][CH:3]=2)=[CH:28][CH:27]=1. (2) The product is: [C:27]([C:2]1[C:6]2[O:7][C:8]([N:12]3[CH2:17][CH2:16][O:15][CH2:14][CH2:13]3)=[CH:9][C:10](=[O:11])[C:5]=2[S:4][CH:3]=1)(=[O:29])[CH3:28]. Given the reactants Br[C:2]1[C:6]2[O:7][C:8]([N:12]3[CH2:17][CH2:16][O:15][CH2:14][CH2:13]3)=[CH:9][C:10](=[O:11])[C:5]=2[S:4][CH:3]=1.C(N(CC)C(C)C)(C)C.[CH:27]([O:29]CCCC)=[CH2:28].Cl, predict the reaction product. (3) Given the reactants [NH2:1][C:2]1[N:15]=[CH:14][C:13]([Br:16])=[CH:12][C:3]=1[C:4]([NH:6][C:7]12[CH2:11][CH:9]([CH2:10]1)[CH2:8]2)=[O:5].[C:17](O[K])(C)(C)C.CI, predict the reaction product. The product is: [NH2:1][C:2]1[N:15]=[CH:14][C:13]([Br:16])=[CH:12][C:3]=1[C:4]([N:6]([C:7]12[CH2:11][CH:9]([CH2:8]1)[CH2:10]2)[CH3:17])=[O:5]. (4) Given the reactants [NH2:1][C:2]1[N:10]=[CH:9][CH:8]=[CH:7][C:3]=1[C:4]([OH:6])=[O:5].[Cl:11][CH2:12][CH:13]=O, predict the reaction product. The product is: [ClH:11].[N:1]1[CH:12]=[CH:13][N:10]2[CH:9]=[CH:8][CH:7]=[C:3]([C:4]([OH:6])=[O:5])[C:2]=12. (5) Given the reactants [OH:1][CH2:2][C@@H:3]1[C@@H:8]([NH:9][C:10](=[O:16])[O:11][C:12]([CH3:15])([CH3:14])[CH3:13])[CH2:7][CH2:6][O:5][CH2:4]1.[F:17][C:18]1[CH:19]=[C:20](O)[CH:21]=[CH:22][C:23]=1[C:24]1[CH:28]=[C:27]([CH3:29])[O:26][N:25]=1.C(P(CCCC)CCCC)CCC.C1CCN(C(N=NC(N2CCCCC2)=O)=O)CC1.[OH-].[Na+], predict the reaction product. The product is: [F:17][C:18]1[CH:19]=[C:20]([CH:21]=[CH:22][C:23]=1[C:24]1[CH:28]=[C:27]([CH3:29])[O:26][N:25]=1)[O:1][CH2:2][C@@H:3]1[C@@H:8]([NH:9][C:10](=[O:16])[O:11][C:12]([CH3:13])([CH3:15])[CH3:14])[CH2:7][CH2:6][O:5][CH2:4]1. (6) Given the reactants [Br:1][C:2]1[CH:3]=[C:4]2[C:9](Cl)=[C:8]([C:11]([NH2:13])=[O:12])[CH:7]=[N:6][N:5]2[CH:14]=1.[NH2:15][CH:16]1[CH2:20][N:19]([C:21]([O:23][CH2:24][C:25]2[CH:30]=[CH:29][CH:28]=[CH:27][CH:26]=2)=[O:22])[CH2:18][C:17]1([CH3:32])[CH3:31].O, predict the reaction product. The product is: [Br:1][C:2]1[CH:3]=[C:4]2[C:9]([NH:15][CH:16]3[CH2:20][N:19]([C:21]([O:23][CH2:24][C:25]4[CH:30]=[CH:29][CH:28]=[CH:27][CH:26]=4)=[O:22])[CH2:18][C:17]3([CH3:32])[CH3:31])=[C:8]([C:11](=[O:12])[NH2:13])[CH:7]=[N:6][N:5]2[CH:14]=1. (7) Given the reactants [CH3:1][C:2]([C:4]1[CH:5]=[CH:6][C:7]([OH:10])=[CH:8][CH:9]=1)=[O:3].[C:11]([O:15][C:16]([NH:18][CH2:19][CH2:20]Br)=[O:17])([CH3:14])([CH3:13])[CH3:12].[I-].[K+].C(=O)([O-])[O-].[K+].[K+], predict the reaction product. The product is: [C:2]([C:4]1[CH:9]=[CH:8][C:7]([O:10][CH2:20][CH2:19][NH:18][C:16](=[O:17])[O:15][C:11]([CH3:14])([CH3:13])[CH3:12])=[CH:6][CH:5]=1)(=[O:3])[CH3:1].